Dataset: Full USPTO retrosynthesis dataset with 1.9M reactions from patents (1976-2016). Task: Predict the reactants needed to synthesize the given product. (1) Given the product [Br:5][C:6]1[CH:21]=[CH:20][CH:19]=[CH:18][C:7]=1[CH2:8][N:9]1[C:13]([CH2:14][CH2:15][CH2:16][Cl:3])=[CH:12][N:11]=[CH:10]1, predict the reactants needed to synthesize it. The reactants are: O=S(Cl)[Cl:3].[Br:5][C:6]1[CH:21]=[CH:20][CH:19]=[CH:18][C:7]=1[CH2:8][N:9]1[C:13]([CH2:14][CH2:15][CH2:16]O)=[CH:12][N:11]=[CH:10]1. (2) Given the product [C:1]([OH:19])(=[O:28])[CH:2]=[CH2:3].[NH2:39][C:40]([O:19][CH2:1][CH3:2])=[O:41], predict the reactants needed to synthesize it. The reactants are: [CH2:1]([OH:19])[CH2:2][CH2:3]CCCCCCCCCCCCCCC.C(N=C=O)CCCCCN=C=[O:28].C1C=C(C[N:39]=[C:40]=[O:41])C=C(CN=C=O)C=1.C([O-])(=O)CCCCCCCCCCC.C([Sn+2]CCCC)CCC.C([O-])(=O)CCCCCCCCCCC.C(OCCO)(=O)C=C.COC1C=CC(O)=CC=1. (3) The reactants are: [H-].[Al+3].[Li+].[H-].[H-].[H-].C[O:8][C:9](=O)[CH2:10][CH2:11][CH2:12][C:13]1[CH:18]=[CH:17][C:16]([CH2:19][CH2:20][O:21][C:22]2[C:31]3[C:26](=[CH:27][CH:28]=[CH:29][CH:30]=3)[N:25]=[CH:24][N:23]=2)=[CH:15][CH:14]=1.CCCCC.C(OCC)(=O)C. Given the product [N:25]1[C:26]2[C:31](=[CH:30][CH:29]=[CH:28][CH:27]=2)[C:22]([O:21][CH2:20][CH2:19][C:16]2[CH:15]=[CH:14][C:13]([CH2:12][CH2:11][CH2:10][CH2:9][OH:8])=[CH:18][CH:17]=2)=[N:23][CH:24]=1, predict the reactants needed to synthesize it.